This data is from Reaction yield outcomes from USPTO patents with 853,638 reactions. The task is: Predict the reaction yield, written as a fraction of the theoretical maximum amount of product (1.0 means a 100% yield; for example, 0.34 means a 34% yield). (1) The reactants are C(OC([N:8]1[CH:13]([C:14]2[NH:15][C:16]([C:19]3[CH:28]=[CH:27][C:26]4[C:21](=[CH:22][CH:23]=[C:24]([C:29]5[CH:34]=[CH:33][C:32]([C:35]6[NH:36][C:37]([CH:40]7[CH2:46][C:43]8([CH2:45][CH2:44]8)[CH2:42][N:41]7[C:47](=[O:57])[CH:48]([NH:52][C:53]([O:55][CH3:56])=[O:54])[CH:49]([CH3:51])[CH3:50])=[N:38][CH:39]=6)=[CH:31][CH:30]=5)[CH:25]=4)[CH:20]=3)=[CH:17][N:18]=2)[CH:12]2[CH2:58][CH:9]1[CH2:10][CH2:11]2)=O)(C)(C)C.Cl.[CH:60]1([CH:63]([NH:67][C:68]([O:70][CH3:71])=[O:69])[C:64]([OH:66])=O)[CH2:62][CH2:61]1.CN(C(ON1N=NC2C=CC=NC1=2)=[N+](C)C)C.F[P-](F)(F)(F)(F)F.CN1CCOCC1. The catalyst is CO.C(Cl)Cl. The product is [CH3:56][O:55][C:53](=[O:54])[NH:52][CH:48]([C:47]([N:41]1[CH:40]([C:37]2[NH:36][C:35]([C:32]3[CH:33]=[CH:34][C:29]([C:24]4[CH:23]=[CH:22][C:21]5[C:26](=[CH:27][CH:28]=[C:19]([C:16]6[NH:15][C:14]([CH:13]7[CH:12]8[CH2:58][CH:9]([CH2:10][CH2:11]8)[N:8]7[C:64](=[O:66])[CH:63]([CH:60]7[CH2:61][CH2:62]7)[NH:67][C:68]([O:70][CH3:71])=[O:69])=[N:18][CH:17]=6)[CH:20]=5)[CH:25]=4)=[CH:30][CH:31]=3)=[CH:39][N:38]=2)[CH2:46][C:43]2([CH2:45][CH2:44]2)[CH2:42]1)=[O:57])[CH:49]([CH3:51])[CH3:50]. The yield is 0.490. (2) The reactants are Cl.NO.C1C=CC2C(C3C=CC(O)=CC=3)(C3C=CC(O)=CC=3)OC(=O)C=2C=1.C[O-].[Na+].O=C1N[C@H]2CS[C@@H](CCCCCC3[O:49][N:48]=[C:47]([CH2:50][CH2:51][CH2:52][CH2:53][N:54]4[C:58]5[CH:59]=[C:60]([CH3:63])[CH:61]=[CH:62][C:57]=5[O:56][C:55]4=[O:64])[N:46]=3)[C@H]2N1. The catalyst is CO.C(O)C. The product is [OH:49][N:48]=[C:47]([NH2:46])[CH2:50][CH2:51][CH2:52][CH2:53][N:54]1[C:58]2[CH:59]=[C:60]([CH3:63])[CH:61]=[CH:62][C:57]=2[O:56][C:55]1=[O:64]. The yield is 0.520.